Predict which catalyst facilitates the given reaction. From a dataset of Catalyst prediction with 721,799 reactions and 888 catalyst types from USPTO. (1) Reactant: [I:1][C:2]1[C:7]([C:8]([OH:10])=O)=[C:6]([O:11][CH3:12])[N:5]=[CH:4][CH:3]=1.CCN(C(C)C)C(C)C.Cl.[CH3:23][O:24][C:25]1[CH:33]=[CH:32][C:28]([CH2:29][NH:30][NH2:31])=[CH:27][CH:26]=1.CCN=C=NCCCN(C)C.Cl.C1C=CC2N(O)N=NC=2C=1. Product: [I:1][C:2]1[C:7]([C:8]([NH:31][NH:30][CH2:29][C:28]2[CH:32]=[CH:33][C:25]([O:24][CH3:23])=[CH:26][CH:27]=2)=[O:10])=[C:6]([O:11][CH3:12])[N:5]=[CH:4][CH:3]=1. The catalyst class is: 18. (2) Reactant: [NH:1]1[C:9]2[C:4](=[CH:5][CH:6]=[CH:7][CH:8]=2)[CH:3]=[CH:2]1.[OH-].[K+].[CH3:12][O:13][CH:14]1[CH2:19][CH2:18][CH2:17][CH2:16][C:15]1=O. Product: [CH3:12][O:13][CH:14]1[C:15]([C:3]2[C:4]3[C:9](=[CH:8][CH:7]=[CH:6][CH:5]=3)[NH:1][CH:2]=2)=[CH:16][CH2:17][CH2:18][CH2:19]1. The catalyst class is: 5. (3) Reactant: [C:1](OC(=O)C)(=[O:3])[CH3:2].[C:8]([O:12][C:13]([N:15]1[C@@H:20]([C@@H:21]([OH:33])[C@@H:22]([NH2:32])[CH2:23][C:24]2[CH:29]=[C:28]([F:30])[CH:27]=[C:26]([F:31])[CH:25]=2)[CH2:19][O:18][C@@H:17]([O:34][CH2:35][C:36]([F:39])([CH3:38])[CH3:37])[CH2:16]1)=[O:14])([CH3:11])([CH3:10])[CH3:9].C(N(CC)CC)C. Product: [C:8]([O:12][C:13]([N:15]1[C@@H:20]([C@@H:21]([OH:33])[C@@H:22]([NH:32][C:1](=[O:3])[CH3:2])[CH2:23][C:24]2[CH:29]=[C:28]([F:30])[CH:27]=[C:26]([F:31])[CH:25]=2)[CH2:19][O:18][C@@H:17]([O:34][CH2:35][C:36]([F:39])([CH3:38])[CH3:37])[CH2:16]1)=[O:14])([CH3:9])([CH3:11])[CH3:10]. The catalyst class is: 4. (4) Product: [F:40][C:6]1[CH:7]=[CH:2][CH:3]=[C:4]([O:38][CH3:39])[C:5]=1[C:9]1[CH:14]=[CH:13][N:12]=[CH:11][C:10]=1[NH:15][CH3:16]. The catalyst class is: 243. Reactant: F[C:2]1[C:7](F)=[CH:6][C:5]([C:9]2[CH:14]=[CH:13][N:12]=[CH:11][C:10]=2[N:15](CCS(C)(=O)=O)[C:16](=O)C2C=C(C(F)(F)F)N=C(C(F)(F)F)C=2)=[C:4]([O:38][CH3:39])[CH:3]=1.[F:40]C1C=CC=C(OC)C=1B(O)O. (5) Reactant: [C:1]([C:3]1[CH:4]=[C:5]([CH:37]([CH3:39])[CH3:38])[C:6]2[O:10][C:9]([C:11]3[CH:35]=[CH:34][C:14]([C:15]([NH:17][CH2:18][CH:19]4[CH2:24][CH2:23][N:22]([C:25]5[CH:30]=[CH:29][N:28]=[C:27]([C:31]([CH3:33])=[CH2:32])[N:26]=5)[CH2:21][CH2:20]4)=[O:16])=[CH:13][CH:12]=3)=[N:8][C:7]=2[CH:36]=1)#[N:2]. Product: [C:1]([C:3]1[CH:4]=[C:5]([CH:37]([CH3:39])[CH3:38])[C:6]2[O:10][C:9]([C:11]3[CH:12]=[CH:13][C:14]([C:15]([NH:17][CH2:18][CH:19]4[CH2:24][CH2:23][N:22]([C:25]5[CH:30]=[CH:29][N:28]=[C:27]([CH:31]([CH3:32])[CH3:33])[N:26]=5)[CH2:21][CH2:20]4)=[O:16])=[CH:34][CH:35]=3)=[N:8][C:7]=2[CH:36]=1)#[N:2]. The catalyst class is: 541. (6) Reactant: [CH:1]1[CH:2]=[CH:3][C:4]([Cl:15])=[C:5]([C:7]2([NH2:14])[C:12](=[O:13])[CH2:11][CH2:10][CH2:9][CH2:8]2)[CH:6]=1.[C:16]([O-:19])([O-])=[O:17].[Na+].[Na+].ClC([O:25][C:26]1[CH:31]=[CH:30][C:29]([N+:32]([O-:34])=[O:33])=[CH:28][CH:27]=1)=O. The catalyst class is: 11. Product: [N+:32]([C:29]1[CH:30]=[CH:31][C:26]([O:25][NH:14][C:16](=[O:17])[O-:19])=[CH:27][CH:28]=1)([O-:34])=[O:33].[CH:1]1[CH:2]=[CH:3][C:4]([Cl:15])=[C:5]([C:7]2([NH2:14])[C:12](=[O:13])[CH2:11][CH2:10][CH2:9][CH2:8]2)[CH:6]=1. (7) Reactant: [Si:1]([O:8][C@@H:9]1[C@H:13]([CH2:14][O:15][Si:16]([C:19]([CH3:22])([CH3:21])[CH3:20])([CH3:18])[CH3:17])[CH2:12][C@@H:11]([O:23][C:24]2[N:32]=[CH:31][N:30]=[C:29]3[C:25]=2[N:26]=[C:27](I)[N:28]3[CH:33]2[CH2:38][CH2:37][CH2:36][CH2:35][O:34]2)[CH2:10]1)([C:4]([CH3:7])([CH3:6])[CH3:5])([CH3:3])[CH3:2].COCCOC.[Cl:46][C:47]1[CH:56]=[C:55]2[C:50]([C:51](B3OC(C)(C)C(C)(C)O3)=[CH:52][CH:53]=[N:54]2)=[CH:49][CH:48]=1.[OH-].[Ba+2].[OH-].O. Product: [Si:1]([O:8][C@@H:9]1[C@H:13]([CH2:14][O:15][Si:16]([C:19]([CH3:22])([CH3:21])[CH3:20])([CH3:18])[CH3:17])[CH2:12][C@@H:11]([O:23][C:24]2[N:32]=[CH:31][N:30]=[C:29]3[C:25]=2[N:26]=[C:27]([C:51]2[C:50]4[C:55](=[CH:56][C:47]([Cl:46])=[CH:48][CH:49]=4)[N:54]=[CH:53][CH:52]=2)[N:28]3[CH:33]2[CH2:38][CH2:37][CH2:36][CH2:35][O:34]2)[CH2:10]1)([C:4]([CH3:7])([CH3:6])[CH3:5])([CH3:3])[CH3:2]. The catalyst class is: 73. (8) Reactant: C(NC(C)C)(C)C.[CH3:8][O:9][CH2:10][C:11]([O:17][Si:18]([CH3:21])([CH3:20])[CH3:19])=[CH:12][C:13]([O:15][CH3:16])=[O:14].[CH3:22][Si:23](Cl)([CH3:25])[CH3:24]. Product: [CH3:16][O:15][C:13](=[CH:12][C:11](=[CH:10][O:9][CH3:8])[O:17][Si:18]([CH3:21])([CH3:20])[CH3:19])[O:14][Si:23]([CH3:25])([CH3:24])[CH3:22]. The catalyst class is: 1. (9) Reactant: [CH3:1][S:2](Cl)(=[O:4])=[O:3].C(N(CC)CC)C.[CH3:13][C:14]1[CH:15]=[C:16]([NH:27][C:28]2[N:33]=[C:32]([C:34]([F:37])([F:36])[F:35])[CH:31]=[CH:30][N:29]=2)[CH:17]=[C:18]([C:20]2[CH:25]=[CH:24][CH:23]=[C:22]([NH2:26])[CH:21]=2)[CH:19]=1. Product: [CH3:13][C:14]1[CH:19]=[C:18]([C:20]2[CH:25]=[CH:24][CH:23]=[C:22]([NH:26][S:2]([CH3:1])(=[O:4])=[O:3])[CH:21]=2)[CH:17]=[C:16]([NH:27][C:28]2[N:33]=[C:32]([C:34]([F:37])([F:36])[F:35])[CH:31]=[CH:30][N:29]=2)[CH:15]=1. The catalyst class is: 2.